Dataset: Tyrosyl-DNA phosphodiesterase HTS with 341,365 compounds. Task: Binary Classification. Given a drug SMILES string, predict its activity (active/inactive) in a high-throughput screening assay against a specified biological target. (1) The molecule is Clc1ccc(c2n3c(c(n2)/C=N\N2CCOCC2)cccc3)cc1. The result is 0 (inactive). (2) The compound is Clc1ccc(CNC(=O)C=2C3(OC(=O)C2C)CCCCCC3)cc1. The result is 0 (inactive).